From a dataset of Forward reaction prediction with 1.9M reactions from USPTO patents (1976-2016). Predict the product of the given reaction. Given the reactants CC1(C)C(C)(C)OB([C:9]2[CH2:14][N:13]([C:15]([O:17][C:18]([CH3:21])([CH3:20])[CH3:19])=[O:16])[CH2:12][CH2:11][CH:10]=2)O1.Cl[C:24]1[CH:25]=[C:26]2[C:31](=[CH:32][N:33]=1)[CH2:30][N:29]([C:34]1[C:39]([F:40])=[C:38]([O:41][CH3:42])[CH:37]=[C:36]([O:43][CH3:44])[C:35]=1[F:45])[C:28](=[O:46])[CH2:27]2, predict the reaction product. The product is: [F:40][C:39]1[C:38]([O:41][CH3:42])=[CH:37][C:36]([O:43][CH3:44])=[C:35]([F:45])[C:34]=1[N:29]1[CH2:30][C:31]2[CH:32]=[N:33][C:24]([C:9]3[CH2:14][N:13]([C:15]([O:17][C:18]([CH3:19])([CH3:20])[CH3:21])=[O:16])[CH2:12][CH2:11][CH:10]=3)=[CH:25][C:26]=2[CH2:27][C:28]1=[O:46].